This data is from Reaction yield outcomes from USPTO patents with 853,638 reactions. The task is: Predict the reaction yield, written as a fraction of the theoretical maximum amount of product (1.0 means a 100% yield; for example, 0.34 means a 34% yield). (1) The reactants are C([N:8]1[CH2:13][CH2:12][CH:11]([C:14]([O:16][CH2:17][CH3:18])=[O:15])[C:10](=[O:19])[CH2:9]1)C1C=CC=CC=1. The catalyst is CO.[Pd]. The product is [O:19]=[C:10]1[CH:11]([C:14]([O:16][CH2:17][CH3:18])=[O:15])[CH2:12][CH2:13][NH:8][CH2:9]1. The yield is 0.980. (2) The reactants are [F:1][C:2]1[S:6][C:5]2[C:7]3([O:13][CH2:14][CH2:15][C:4]=2[CH:3]=1)[CH2:12][CH2:11][NH:10][CH2:9][CH2:8]3.[CH:16]([C:18]1[C:19]([CH3:31])=[N:20][N:21]([C:23]2[C:28]([C:29]#[N:30])=[CH:27][CH:26]=[CH:25][N:24]=2)[CH:22]=1)=O. No catalyst specified. The product is [F:1][C:2]1[S:6][C:5]2[C:7]3([O:13][CH2:14][CH2:15][C:4]=2[CH:3]=1)[CH2:12][CH2:11][N:10]([CH2:16][C:18]1[C:19]([CH3:31])=[N:20][N:21]([C:23]2[C:28]([C:29]#[N:30])=[CH:27][CH:26]=[CH:25][N:24]=2)[CH:22]=1)[CH2:9][CH2:8]3. The yield is 0.320. (3) The reactants are [CH3:1][N:2]([CH:10]1[CH2:15][CH2:14][CH2:13][N:12]([C:16]2[CH:21]=[CH:20][C:19]([N+:22]([O-])=O)=[CH:18][N:17]=2)[CH2:11]1)[C:3](=[O:9])[O:4][C:5]([CH3:8])([CH3:7])[CH3:6].[H][H]. The catalyst is C1COCC1.[Pd]. The product is [NH2:22][C:19]1[CH:20]=[CH:21][C:16]([N:12]2[CH2:13][CH2:14][CH2:15][CH:10]([N:2]([CH3:1])[C:3](=[O:9])[O:4][C:5]([CH3:6])([CH3:7])[CH3:8])[CH2:11]2)=[N:17][CH:18]=1. The yield is 0.960.